From a dataset of Catalyst prediction with 721,799 reactions and 888 catalyst types from USPTO. Predict which catalyst facilitates the given reaction. (1) The catalyst class is: 5. Reactant: [Cl:1][C:2]1[C:3]([O:18][CH:19]2[CH2:24][CH2:23][N:22](C(OC(C)(C)C)=O)[CH2:21][CH2:20]2)=[CH:4][C:5](=[O:17])[N:6]([C:8]2[CH:13]=[CH:12][C:11]([C:14]#[N:15])=[C:10]([F:16])[CH:9]=2)[CH:7]=1.Cl. Product: [Cl:1][C:2]1[C:3]([O:18][CH:19]2[CH2:20][CH2:21][NH:22][CH2:23][CH2:24]2)=[CH:4][C:5](=[O:17])[N:6]([C:8]2[CH:13]=[CH:12][C:11]([C:14]#[N:15])=[C:10]([F:16])[CH:9]=2)[CH:7]=1. (2) Reactant: [Br:1][C:2]1[CH:3]=[C:4]([CH:6]=[CH:7][C:8]=1[CH3:9])[NH2:5].[OH-].[Na+].[CH3:12][C:13]([CH3:18])=[CH:14][C:15](Cl)=[O:16]. Product: [Br:1][C:2]1[CH:3]=[C:4]([NH:5][C:15](=[O:16])[CH:14]=[C:13]([CH3:18])[CH3:12])[CH:6]=[CH:7][C:8]=1[CH3:9]. The catalyst class is: 46.